This data is from Reaction yield outcomes from USPTO patents with 853,638 reactions. The task is: Predict the reaction yield, written as a fraction of the theoretical maximum amount of product (1.0 means a 100% yield; for example, 0.34 means a 34% yield). (1) The reactants are [Cl-].O[NH3+:3].[C:4](=[O:7])([O-])[OH:5].[Na+].CS(C)=O.[CH3:13][C:14]1[N:15]([C:39]2[CH:44]=[CH:43][C:42]([S:45][CH3:46])=[CH:41][CH:40]=2)[C:16](=[O:38])[C:17]([CH2:23][C:24]2[CH:29]=[CH:28][C:27]([C:30]3[C:31]([C:36]#[N:37])=[CH:32][CH:33]=[CH:34][CH:35]=3)=[CH:26][CH:25]=2)=[C:18]([CH2:20][CH2:21][CH3:22])[N:19]=1. The catalyst is O.C(OCC)(=O)C. The product is [CH3:13][C:14]1[N:15]([C:39]2[CH:44]=[CH:43][C:42]([S:45][CH3:46])=[CH:41][CH:40]=2)[C:16](=[O:38])[C:17]([CH2:23][C:24]2[CH:25]=[CH:26][C:27]([C:30]3[CH:35]=[CH:34][CH:33]=[CH:32][C:31]=3[C:36]3[NH:3][C:4](=[O:7])[O:5][N:37]=3)=[CH:28][CH:29]=2)=[C:18]([CH2:20][CH2:21][CH3:22])[N:19]=1. The yield is 0.640. (2) The reactants are [CH3:1][NH:2][C:3]1[CH:8]=[CH:7][C:6]([CH:9]=[CH:10][C:11]2[CH:23]=[CH:22][C:14]([O:15][CH2:16][CH2:17][O:18][CH2:19][CH2:20][OH:21])=[CH:13][CH:12]=2)=[CH:5][CH:4]=1.[CH3:24][C:25]([Si:28](Cl)([CH3:30])[CH3:29])([CH3:27])[CH3:26].N1C=CN=C1. The catalyst is ClCCl. The product is [C:25]([Si:28]([CH3:30])([CH3:29])[O:21][CH2:20][CH2:19][O:18][CH2:17][CH2:16][O:15][C:14]1[CH:13]=[CH:12][C:11]([CH:10]=[CH:9][C:6]2[CH:5]=[CH:4][C:3]([NH:2][CH3:1])=[CH:8][CH:7]=2)=[CH:23][CH:22]=1)([CH3:27])([CH3:26])[CH3:24]. The yield is 0.910. (3) The reactants are Br[C:2]1[CH:7]=[CH:6][C:5]([C:8]2[N:9]([CH2:14][C@@H:15]3[CH2:19][CH2:18][N:17]([C:20]([CH:22]4[CH2:24][CH2:23]4)=[O:21])[CH2:16]3)[C:10](=[O:13])[NH:11][N:12]=2)=[CH:4][CH:3]=1.CC1(C)C(C)(C)OB([C:33]2[CH:34]=[CH:35][C:36]3[O:40][CH:39]=[CH:38][C:37]=3[CH:41]=2)O1.[O-]P([O-])([O-])=O.[K+].[K+].[K+]. The product is [O:40]1[C:36]2[CH:35]=[CH:34][C:33]([C:2]3[CH:7]=[CH:6][C:5]([C:8]4[N:9]([CH2:14][C@@H:15]5[CH2:19][CH2:18][N:17]([C:20]([CH:22]6[CH2:24][CH2:23]6)=[O:21])[CH2:16]5)[C:10](=[O:13])[NH:11][N:12]=4)=[CH:4][CH:3]=3)=[CH:41][C:37]=2[CH:38]=[CH:39]1. The yield is 0.599. The catalyst is CCO.C1C=CC([P]([Pd]([P](C2C=CC=CC=2)(C2C=CC=CC=2)C2C=CC=CC=2)([P](C2C=CC=CC=2)(C2C=CC=CC=2)C2C=CC=CC=2)[P](C2C=CC=CC=2)(C2C=CC=CC=2)C2C=CC=CC=2)(C2C=CC=CC=2)C2C=CC=CC=2)=CC=1. (4) The reactants are [CH3:1][S:2]([C:5]1[CH:26]=[CH:25][C:8]([O:9][C:10]2[CH:11]=[C:12]([O:20][CH2:21][CH2:22][O:23][CH3:24])[C:13]([NH:16][C:17]([NH2:19])=[S:18])=[N:14][CH:15]=2)=[CH:7][CH:6]=1)(=[O:4])=[O:3].Cl[CH2:28][CH:29]=O. The catalyst is CN(C=O)C. The product is [CH3:1][S:2]([C:5]1[CH:26]=[CH:25][C:8]([O:9][C:10]2[CH:11]=[C:12]([O:20][CH2:21][CH2:22][O:23][CH3:24])[C:13]([NH:16][C:17]3[S:18][CH:28]=[CH:29][N:19]=3)=[N:14][CH:15]=2)=[CH:7][CH:6]=1)(=[O:3])=[O:4]. The yield is 0.220. (5) The reactants are [CH3:1][O:2][C:3]1[CH:8]=[C:7]([N:9]2[CH2:14][CH2:13][O:12][CH2:11][CH2:10]2)[CH:6]=[C:5]([N+:15]([O-])=O)[C:4]=1[NH:18][C:19](=O)[CH3:20]. The catalyst is CC(O)=O.[Fe]. The product is [CH3:1][O:2][C:3]1[C:4]2[N:18]=[C:19]([CH3:20])[NH:15][C:5]=2[CH:6]=[C:7]([N:9]2[CH2:14][CH2:13][O:12][CH2:11][CH2:10]2)[CH:8]=1. The yield is 1.00. (6) The reactants are [CH2:1]([OH:12])[CH2:2][CH2:3][CH2:4][CH2:5][CH2:6][CH2:7][CH2:8][CH2:9][CH2:10][OH:11].[CH2:13](Br)[C:14]1[CH:19]=[CH:18][CH:17]=[CH:16][CH:15]=1. The catalyst is C(Cl)Cl. The product is [CH2:13]([O:12][CH2:1][CH2:2][CH2:3][CH2:4][CH2:5][CH2:6][CH2:7][CH2:8][CH2:9][CH2:10][OH:11])[C:14]1[CH:19]=[CH:18][CH:17]=[CH:16][CH:15]=1. The yield is 0.650. (7) The reactants are FC(F)(F)C(O)=O.[CH3:8][O:9][N:10]=[CH:11][C:12]1[C:13]([NH2:25])=[N:14][CH:15]=[N:16][C:17]=1[N:18]1[CH2:23][CH2:22][CH:21]([NH2:24])[CH2:20][CH2:19]1.[CH:26]([C:29]1[CH:34]=[CH:33][C:32]([CH2:35][C:36](O)=[O:37])=[CH:31][CH:30]=1)([CH3:28])[CH3:27].C1C=CC2N(O)N=NC=2C=1.CN(C(ON1N=NC2C=CC=CC1=2)=[N+](C)C)C.F[P-](F)(F)(F)(F)F.CCN(C(C)C)C(C)C. The catalyst is C1COCC1. The product is [NH2:25][C:13]1[N:14]=[CH:15][N:16]=[C:17]([N:18]2[CH2:23][CH2:22][CH:21]([NH:24][C:36](=[O:37])[CH2:35][C:32]3[CH:33]=[CH:34][C:29]([CH:26]([CH3:27])[CH3:28])=[CH:30][CH:31]=3)[CH2:20][CH2:19]2)[C:12]=1[CH:11]=[N:10][O:9][CH3:8]. The yield is 0.326. (8) The reactants are [F:1][C:2]([F:38])([F:37])[C:3]1[CH:4]=[C:5]([CH:30]=[C:31]([C:33]([F:36])([F:35])[F:34])[CH:32]=1)[CH2:6][N:7]([CH3:29])[C:8](=[O:28])[C:9]1[C:14]([C:15]2[CH:20]=[CH:19][CH:18]=[CH:17][C:16]=2[CH3:21])=[CH:13][C:12]([N:22]2[CH2:27][CH2:26][NH:25][CH2:24][CH2:23]2)=[N:11][CH:10]=1.Br[CH2:40][CH2:41][OH:42].C(=O)([O-])[O-].[K+].[K+].[OH-].[Na+]. The catalyst is C(#N)C. The product is [F:38][C:2]([F:37])([F:1])[C:3]1[CH:4]=[C:5]([CH:30]=[C:31]([C:33]([F:35])([F:36])[F:34])[CH:32]=1)[CH2:6][N:7]([CH3:29])[C:8](=[O:28])[C:9]1[C:14]([C:15]2[CH:20]=[CH:19][CH:18]=[CH:17][C:16]=2[CH3:21])=[CH:13][C:12]([N:22]2[CH2:23][CH2:24][N:25]([CH2:40][CH2:41][OH:42])[CH2:26][CH2:27]2)=[N:11][CH:10]=1. The yield is 0.786. (9) The reactants are [CH2:1]([S:8]([N:11]1[CH:15]=[CH:14][C:13]([N+:16]([O-])=O)=[CH:12]1)(=[O:10])=[O:9])[C:2]1[CH:7]=[CH:6][CH:5]=[CH:4][CH:3]=1.[C:19](O[C:19](=[O:26])[C:20]1[CH:25]=[CH:24][CH:23]=[CH:22][CH:21]=1)(=[O:26])[C:20]1[CH:25]=[CH:24][CH:23]=[CH:22][CH:21]=1.[Sn].ClC(Cl)C. The catalyst is C(O)(=O)C. The product is [CH2:1]([S:8]([N:11]1[CH:15]=[CH:14][C:13]([NH:16][C:19](=[O:26])[C:20]2[CH:25]=[CH:24][CH:23]=[CH:22][CH:21]=2)=[CH:12]1)(=[O:10])=[O:9])[C:2]1[CH:7]=[CH:6][CH:5]=[CH:4][CH:3]=1. The yield is 0.0300.